This data is from Catalyst prediction with 721,799 reactions and 888 catalyst types from USPTO. The task is: Predict which catalyst facilitates the given reaction. (1) Reactant: [Li+].[BH4-].[Cl:3][C:4]1[C:13]2[C:8](=[CH:9][C:10]([C:14](OCC)=[O:15])=[CH:11][CH:12]=2)[C:7](=[O:19])[NH:6][CH:5]=1. Product: [Cl:3][C:4]1[C:13]2[C:8](=[CH:9][C:10]([CH2:14][OH:15])=[CH:11][CH:12]=2)[C:7](=[O:19])[NH:6][CH:5]=1. The catalyst class is: 1. (2) The catalyst class is: 1. Reactant: [F:1][C:2]1[CH:3]=[C:4]2[C:8](=[CH:9][CH:10]=1)[NH:7][C:6](=[O:11])[CH2:5]2.C[Si]([N-][Si](C)(C)C)(C)C.[Li+].C([O:24][C:25]([CH:27]1[CH2:32][CH2:31][N:30]([CH2:33][CH2:34][CH2:35][C:36]2[N:41]=[C:40]3[CH2:42][O:43][C:44](=O)[C:39]3=[CH:38][CH:37]=2)[CH2:29][CH2:28]1)=[O:26])C.Cl.C([O-])(O)=O.[Na+]. Product: [F:1][C:2]1[CH:3]=[C:4]2[C:8](=[CH:9][CH:10]=1)[NH:7][C:6](=[O:11])[C:5]2=[C:44]1[C:39]2[C:40](=[N:41][C:36]([CH2:35][CH2:34][CH2:33][N:30]3[CH2:29][CH2:28][CH:27]([C:25]([OH:26])=[O:24])[CH2:32][CH2:31]3)=[CH:37][CH:38]=2)[CH2:42][O:43]1. (3) Reactant: C(OC(=O)C)C.[ClH:7].[O:8]=[C:9]1[N:14]([C:15]2[CH:20]=[CH:19][C:18]([O:21][CH2:22][C:23]([F:26])([F:25])[F:24])=[CH:17][CH:16]=2)[C:13]([S:27][CH2:28][CH2:29][NH:30]C(=O)OC(C)(C)C)=[N:12][C:11]2=[CH:38][S:39][CH:40]=[C:10]12. Product: [ClH:7].[NH2:30][CH2:29][CH2:28][S:27][C:13]1[N:14]([C:15]2[CH:16]=[CH:17][C:18]([O:21][CH2:22][C:23]([F:24])([F:26])[F:25])=[CH:19][CH:20]=2)[C:9](=[O:8])[C:10]2[C:11](=[CH:38][S:39][CH:40]=2)[N:12]=1. The catalyst class is: 5. (4) Reactant: [O-]S(C(F)(F)F)(=O)=O.C[N+]1C=CN([S:15]([N:18]2[CH2:23][CH2:22][CH2:21][CH2:20][CH2:19]2)(=[O:17])=[O:16])C=1.Cl.[CH3:25][C:26]1[C:27]2[CH:35]=[CH:34][CH:33]=[CH:32][C:28]=2[S:29][C:30]=1[NH2:31]. Product: [CH3:25][C:26]1[C:27]2[CH:35]=[CH:34][CH:33]=[CH:32][C:28]=2[S:29][C:30]=1[NH:31][S:15]([N:18]1[CH2:23][CH2:22][CH2:21][CH2:20][CH2:19]1)(=[O:17])=[O:16]. The catalyst class is: 23.